From a dataset of Full USPTO retrosynthesis dataset with 1.9M reactions from patents (1976-2016). Predict the reactants needed to synthesize the given product. (1) Given the product [CH3:10][O:11][C:12]1[CH:13]=[C:14](/[CH:15]=[C:7](/[C:3]2[CH:2]=[N:1][CH:6]=[CH:5][CH:4]=2)\[C:8]#[N:9])[CH:17]=[CH:18][C:19]=1[O:20][CH3:21], predict the reactants needed to synthesize it. The reactants are: [N:1]1[CH:6]=[CH:5][CH:4]=[C:3]([CH2:7][C:8]#[N:9])[CH:2]=1.[CH3:10][O:11][C:12]1[CH:13]=[C:14]([CH:17]=[CH:18][C:19]=1[O:20][CH3:21])[CH:15]=O. (2) Given the product [F:18][C:15]1[CH:16]=[CH:17][C:12]([CH:8]([O:1][C:2]2[CH:3]=[CH:4][CH:5]=[CH:6][CH:7]=2)[C:9]([NH:19][C:20]2[S:21][CH:22]=[CH:23][N:24]=2)=[O:11])=[CH:13][CH:14]=1, predict the reactants needed to synthesize it. The reactants are: [O:1]([CH:8]([C:12]1[CH:17]=[CH:16][C:15]([F:18])=[CH:14][CH:13]=1)[C:9]([OH:11])=O)[C:2]1[CH:7]=[CH:6][CH:5]=[CH:4][CH:3]=1.[NH2:19][C:20]1[S:21][CH:22]=[CH:23][N:24]=1. (3) Given the product [CH3:1][C:2]1([CH3:26])[C:11]2[C:6](=[CH:7][C:8](/[CH:12]=[CH:13]/[C:14]3[CH:15]=[CH:16][C:17]([C:18]([OH:20])=[O:19])=[CH:22][CH:23]=3)=[CH:9][CH:10]=2)[C:5]([CH3:25])([CH3:24])[CH2:4][CH2:3]1, predict the reactants needed to synthesize it. The reactants are: [CH3:1][C:2]1([CH3:26])[C:11]2[C:6](=[CH:7][C:8](/[CH:12]=[CH:13]/[C:14]3[CH:23]=[CH:22][C:17]([C:18]([O:20]C)=[O:19])=[CH:16][CH:15]=3)=[CH:9][CH:10]=2)[C:5]([CH3:25])([CH3:24])[CH2:4][CH2:3]1.[OH-].[K+]. (4) Given the product [C:39]([C:36]1[CH:37]=[C:38]2[C:33](=[CH:34][CH:35]=1)[N:32]([CH2:41][CH2:42][CH3:43])[CH:31]=[C:30]2[CH:27]1[CH2:28][CH2:29][C:24](=[O:23])[CH2:25][CH2:26]1)#[N:40], predict the reactants needed to synthesize it. The reactants are: C(C1C=C2C(=CC=1)N(C)C=C2C1CCC(=O)CC1)#N.O1[C:24]2([CH2:29][CH2:28][CH:27]([C:30]3[C:38]4[C:33](=[CH:34][CH:35]=[C:36]([C:39]#[N:40])[CH:37]=4)[N:32]([CH2:41][CH2:42][CH3:43])[CH:31]=3)[CH2:26][CH2:25]2)[O:23]CC1. (5) Given the product [F:1][C:2]1[CH:7]=[CH:6][C:5]([C:17](=[O:18])[CH2:16][CH2:15][CH2:14][CH2:13][C:12]([O:11][CH2:9][CH3:10])=[O:20])=[CH:4][CH:3]=1, predict the reactants needed to synthesize it. The reactants are: [F:1][C:2]1[CH:7]=[CH:6][CH:5]=[CH:4][CH:3]=1.[Cl-].[CH2:9]([O:11][C:12](=[O:20])[CH2:13][CH2:14][CH2:15][CH2:16][C:17](O)=[O:18])[CH3:10].[Cl-].[Al+3].[Cl-].[Cl-]. (6) Given the product [NH2:51][CH2:50][CH2:49][CH2:48][CH2:47][CH2:46][CH2:45][NH:52][C:11]1[C:23]2[C:22]3[C:17](=[C:18]([N:25]([C:26]([O:27][C:28]([CH3:29])([CH3:30])[CH3:31])=[O:32])[CH3:33])[CH:19]=[C:20]([F:24])[CH:21]=3)[NH:16][C:15]=2[N:14]=[C:13]([O:34][C:35]2[CH:40]=[N:39][C:38]([S:41][CH2:44][C:55]([OH:57])=[O:56])=[N:37][CH:36]=2)[N:12]=1, predict the reactants needed to synthesize it. The reactants are: C(S([C:11]1[C:23]2[C:22]3[C:17](=[C:18]([N:25]([CH3:33])[C:26](=[O:32])[O:27][C:28]([CH3:31])([CH3:30])[CH3:29])[CH:19]=[C:20]([F:24])[CH:21]=3)[NH:16][C:15]=2[N:14]=[C:13]([O:34][C:35]2[CH:36]=[N:37][C:38]([S:41]([CH3:44])(=O)=O)=[N:39][CH:40]=2)[N:12]=1)(=O)=O)C1C=CC=CC=1.[CH2:45]([NH2:52])[CH2:46][CH2:47][CH2:48][CH2:49][CH2:50][NH2:51].SC[C:55]([O:57]CC)=[O:56].[OH-].[Na+]. (7) The reactants are: [CH3:1][C@@H:2]1[C:6]2[NH:7][C:8]([C:10]3[CH:19]=[CH:18][CH:17]=[C:16]4[C:11]=3[N:12]=[C:13]([NH:21][C:22]3([CH3:25])[CH2:24][CH2:23]3)[C:14]([CH3:20])=[N:15]4)=[CH:9][C:5]=2[C:4](=[O:26])[NH:3]1.C(Cl)(Cl)[Cl:28]. Given the product [Cl:28][C:9]1[C:5]2[C:4](=[O:26])[NH:3][C@H:2]([CH3:1])[C:6]=2[NH:7][C:8]=1[C:10]1[CH:19]=[CH:18][CH:17]=[C:16]2[C:11]=1[N:12]=[C:13]([NH:21][C:22]1([CH3:25])[CH2:23][CH2:24]1)[C:14]([CH3:20])=[N:15]2, predict the reactants needed to synthesize it. (8) Given the product [N:35]([CH2:29][CH2:28][O:27][CH:24]1[CH2:23][CH:12]2[CH2:13][O:14][C:15]3[C:20]([C:11]2([S:8]([C:5]2[CH:6]=[CH:7][C:2]([Cl:1])=[CH:3][CH:4]=2)(=[O:10])=[O:9])[CH2:26][CH2:25]1)=[C:19]([F:21])[CH:18]=[CH:17][C:16]=3[F:22])=[N+:36]=[N-:37], predict the reactants needed to synthesize it. The reactants are: [Cl:1][C:2]1[CH:7]=[CH:6][C:5]([S:8]([C:11]23[CH2:26][CH2:25][CH:24]([O:27][CH2:28][CH2:29]OS(C)(=O)=O)[CH2:23][CH:12]2[CH2:13][O:14][C:15]2[C:20]3=[C:19]([F:21])[CH:18]=[CH:17][C:16]=2[F:22])(=[O:10])=[O:9])=[CH:4][CH:3]=1.[N-:35]=[N+:36]=[N-:37].[Na+]. (9) Given the product [Cl:1][C:2]1[C:3]([C:9]([OH:11])=[O:10])=[N:4][C:5]([O:13][CH3:12])=[CH:6][CH:7]=1, predict the reactants needed to synthesize it. The reactants are: [Cl:1][C:2]1[C:3]([C:9]([OH:11])=[O:10])=[N:4][C:5](Cl)=[CH:6][CH:7]=1.[CH3:12][O-:13].[Na+]. (10) Given the product [C:6]([N:8]1[C@@H:9]([CH2:15][CH2:16][CH2:17][CH2:18][CH2:19][CH3:20])[CH2:10][CH2:11][CH2:12][C@@H:13]1[CH3:14])([O:5][C:1]([CH3:4])([CH3:3])[CH3:2])=[O:7], predict the reactants needed to synthesize it. The reactants are: [C:1]([O:5][C:6]([N:8]1[C:13]([CH3:14])=[CH:12][CH2:11][CH2:10][CH:9]1[CH2:15][CH2:16][CH2:17][CH2:18][CH3:19])=[O:7])([CH3:4])([CH3:3])[CH3:2].[C:20]([BH3-])#N.[Na+].C(O)(C(F)(F)F)=O.CCOC(C)=O.